This data is from Catalyst prediction with 721,799 reactions and 888 catalyst types from USPTO. The task is: Predict which catalyst facilitates the given reaction. (1) Reactant: [C:1]([O:5][C:6](=[O:9])[CH:7]=[CH2:8])([CH3:4])([CH3:3])[CH3:2].[C:10]([OH:15])(=[O:14])[C:11]([CH3:13])=[CH2:12].[C:16]([O:21][CH3:22])(=[O:20])[C:17]([CH3:19])=[CH2:18].N(C(C)(C)C#N)=NC(C)(C)C#N. Product: [C:1]([O:5][C:6](=[O:9])[CH:7]=[CH2:8])([CH3:4])([CH3:3])[CH3:2].[C:10]([OH:15])(=[O:14])[C:11]([CH3:13])=[CH2:12].[C:16]([O:21][CH3:22])(=[O:20])[C:17]([CH3:19])=[CH2:18]. The catalyst class is: 21. (2) Reactant: N(C(OC(C)C)=O)=NC(OC(C)C)=O.[F:15][C:16]([F:28])([O:20][C:21]1[CH:26]=[CH:25][C:24]([OH:27])=[CH:23][CH:22]=1)[CH:17]([F:19])[F:18].[OH:29][CH:30]1[CH2:35][CH2:34][N:33]([C:36]([O:38][C:39]([CH3:42])([CH3:41])[CH3:40])=[O:37])[CH2:32][CH2:31]1.C1(P(C2C=CC=CC=2)C2C=CC=CC=2)C=CC=CC=1. Product: [F:15][C:16]([F:28])([O:20][C:21]1[CH:26]=[CH:25][C:24]([O:27][CH:30]2[CH2:35][CH2:34][NH:33][CH2:32][CH2:31]2)=[CH:23][CH:22]=1)[CH:17]([F:18])[F:19].[F:15][C:16]([F:28])([O:20][C:21]1[CH:22]=[CH:23][C:24]([O:29][CH:30]2[CH2:31][CH2:32][N:33]([C:36]([O:38][C:39]([CH3:42])([CH3:41])[CH3:40])=[O:37])[CH2:34][CH2:35]2)=[CH:25][CH:26]=1)[CH:17]([F:18])[F:19]. The catalyst class is: 4. (3) Reactant: COC1C=CC(C[O:8][C:9]2[CH:18]=[C:17]3[C:12]([CH:13]([CH2:19][C:20]([O:22][CH3:23])=[O:21])[CH2:14][O:15][CH2:16]3)=[CH:11][CH:10]=2)=CC=1. Product: [OH:8][C:9]1[CH:18]=[C:17]2[C:12]([CH:13]([CH2:19][C:20]([O:22][CH3:23])=[O:21])[CH2:14][O:15][CH2:16]2)=[CH:11][CH:10]=1. The catalyst class is: 43.